This data is from Forward reaction prediction with 1.9M reactions from USPTO patents (1976-2016). The task is: Predict the product of the given reaction. (1) Given the reactants [Br:1][C:2]1[CH:3]=[C:4]([Si:8]([C:21]2[CH:26]=[CH:25][CH:24]=[C:23](Br)[CH:22]=2)([C:15]2[CH:20]=[CH:19][CH:18]=[CH:17][CH:16]=2)[C:9]2[CH:14]=[CH:13][CH:12]=[CH:11][CH:10]=2)[CH:5]=[CH:6][CH:7]=1.[CH:28]1[C:36]2[C:35]3[CH:37]=[CH:38][CH:39]=[CH:40][C:34]=3[S:33][C:32]=2[CH:31]=[CH:30][C:29]=1B(O)O.C([O-])([O-])=O.[K+].[K+], predict the reaction product. The product is: [Br:1][C:2]1[CH:3]=[C:4]([Si:8]([C:21]2[CH:26]=[CH:25][CH:24]=[C:23]([C:38]3[CH:39]=[CH:40][C:34]4[S:33][C:32]5[CH:31]=[CH:30][CH:29]=[CH:28][C:36]=5[C:35]=4[CH:37]=3)[CH:22]=2)([C:9]2[CH:10]=[CH:11][CH:12]=[CH:13][CH:14]=2)[C:15]2[CH:16]=[CH:17][CH:18]=[CH:19][CH:20]=2)[CH:5]=[CH:6][CH:7]=1. (2) Given the reactants [H-].[Na+].[F:3][C:4]1[CH:5]=[N:6][CH:7]=[CH:8][C:9]=1[C:10]1[CH:11]=[C:12]2[NH:24][C:23](=[S:25])[NH:22][C:13]2=[N:14][C:15]=1[C:16]1[CH:17]=[N:18][CH:19]=[CH:20][CH:21]=1.I[CH3:27], predict the reaction product. The product is: [F:3][C:4]1[CH:5]=[N:6][CH:7]=[CH:8][C:9]=1[C:10]1[CH:11]=[C:12]2[N:24]=[C:23]([S:25][CH3:27])[NH:22][C:13]2=[N:14][C:15]=1[C:16]1[CH:17]=[N:18][CH:19]=[CH:20][CH:21]=1. (3) Given the reactants C([S:8][C:9]1[CH:10]=[C:11]2[C:16](=[CH:17][CH:18]=1)[N:15]([C:19]1[CH:24]=[C:23]([F:25])[C:22]([Br:26])=[CH:21][C:20]=1[CH3:27])[C:14](=[O:28])[CH:13]=[CH:12]2)C1C=CC=CC=1.ClN1C(C)(C)C(=[O:37])N(Cl)C1=O.[F:40][C:41]1[C:46]([F:47])=[C:45]([F:48])[C:44]([F:49])=[C:43]([F:50])[C:42]=1[OH:51].C(N(CC)CC)C.[OH2:59], predict the reaction product. The product is: [Br:26][C:22]1[C:23]([F:25])=[CH:24][C:19]([N:15]2[C:16]3[C:11](=[CH:10][C:9]([S:8]([O:51][C:42]4[C:41]([F:40])=[C:46]([F:47])[C:45]([F:48])=[C:44]([F:49])[C:43]=4[F:50])(=[O:37])=[O:59])=[CH:18][CH:17]=3)[CH:12]=[CH:13][C:14]2=[O:28])=[C:20]([CH3:27])[CH:21]=1. (4) Given the reactants I[C:2]1[N:20]([S:21]([C:24]2[CH:30]=[CH:29][C:27]([CH3:28])=[CH:26][CH:25]=2)(=[O:23])=[O:22])[C:5]2=[N:6][CH:7]=[CH:8][C:9]([C:10]3[S:14][C:13]([C:15]4([OH:19])[CH2:18][CH2:17][CH2:16]4)=[N:12][CH:11]=3)=[C:4]2[CH:3]=1.[F:31][C:32]1[CH:33]=[C:34]2[C:38](=[CH:39][CH:40]=1)[N:37]([CH3:41])[CH:36]=[C:35]2B1OC(C)(C)C(C)(C)O1.C(=O)(O)[O-], predict the reaction product. The product is: [F:31][C:32]1[CH:33]=[C:34]2[C:38](=[CH:39][CH:40]=1)[N:37]([CH3:41])[CH:36]=[C:35]2[C:2]1[N:20]([S:21]([C:24]2[CH:25]=[CH:26][C:27]([CH3:28])=[CH:29][CH:30]=2)(=[O:22])=[O:23])[C:5]2=[N:6][CH:7]=[CH:8][C:9]([C:10]3[S:14][C:13]([C:15]4([OH:19])[CH2:16][CH2:17][CH2:18]4)=[N:12][CH:11]=3)=[C:4]2[CH:3]=1. (5) Given the reactants [F:1][C:2]1[CH:26]=[CH:25][CH:24]=[CH:23][C:3]=1[CH2:4][N:5]1[C:13]2[C:8](=[CH:9][CH:10]=[CH:11][CH:12]=2)[C:7]([C:14]2[N:19]=[C:18]([NH2:20])[C:17]([O:21]C)=[CH:16][N:15]=2)=[N:6]1, predict the reaction product. The product is: [NH2:20][C:18]1[C:17]([OH:21])=[CH:16][N:15]=[C:14]([C:7]2[C:8]3[C:13](=[CH:12][CH:11]=[CH:10][CH:9]=3)[N:5]([CH2:4][C:3]3[CH:23]=[CH:24][CH:25]=[CH:26][C:2]=3[F:1])[N:6]=2)[N:19]=1. (6) Given the reactants [NH2:1][C:2]1[C:7]([NH2:8])=[CH:6][N:5]=[C:4]([C:9]([O:11][CH3:12])=[O:10])[CH:3]=1.[Cl:13][C:14]1[CH:19]=[CH:18][CH:17]=[C:16]([Cl:20])[C:15]=1[N:21]=[C:22]=[S:23], predict the reaction product. The product is: [NH2:8][C:7]1[C:2]([NH:1][C:22]([NH:21][C:15]2[C:16]([Cl:20])=[CH:17][CH:18]=[CH:19][C:14]=2[Cl:13])=[S:23])=[CH:3][C:4]([C:9]([O:11][CH3:12])=[O:10])=[N:5][CH:6]=1. (7) Given the reactants [F:1][C:2]1[CH:3]=[C:4]([CH:20]=[CH:21][C:22]=1[F:23])[CH2:5][N:6]1[CH:15]=[CH:14][C:13]2[C:8](=[CH:9][C:10]([C:16]([OH:18])=[O:17])=[CH:11][CH:12]=2)[C:7]1=[O:19].[CH3:24][O:25]C1C=C(C=CC=1)CN, predict the reaction product. The product is: [CH3:24][O:25][C:10]1[CH:9]=[C:8]([CH:13]=[CH:12][CH:11]=1)[C:7]([NH2:6])=[O:19].[F:1][C:2]1[CH:3]=[C:4]([CH:20]=[CH:21][C:22]=1[F:23])[CH2:5][N:6]1[CH:15]=[CH:14][C:13]2[C:8](=[CH:9][C:10]([C:16]([OH:18])=[O:17])=[CH:11][CH:12]=2)[C:7]1=[O:19].